From a dataset of Forward reaction prediction with 1.9M reactions from USPTO patents (1976-2016). Predict the product of the given reaction. Given the reactants [CH3:1][C:2]1[N:7]=[CH:6][C:5]([CH2:8][C:9]([OH:11])=O)=[CH:4][CH:3]=1.CN(C(ON1N=NC2C=CC=NC1=2)=[N+](C)C)C.F[P-](F)(F)(F)(F)F.C(N(C(C)C)C(C)C)C.[O:45]1[CH2:50][CH2:49][O:48][CH2:47][CH:46]1[C:51]1[C:59]2[S:58][C:57]([NH2:60])=[N:56][C:55]=2[C:54]([O:61][CH3:62])=[CH:53][CH:52]=1, predict the reaction product. The product is: [O:45]1[CH2:50][CH2:49][O:48][CH2:47][CH:46]1[C:51]1[C:59]2[S:58][C:57]([NH:60][C:9](=[O:11])[CH2:8][C:5]3[CH:6]=[N:7][C:2]([CH3:1])=[CH:3][CH:4]=3)=[N:56][C:55]=2[C:54]([O:61][CH3:62])=[CH:53][CH:52]=1.